From a dataset of Catalyst prediction with 721,799 reactions and 888 catalyst types from USPTO. Predict which catalyst facilitates the given reaction. (1) Reactant: [CH3:1][O:2][C:3]1[CH:4]=[C:5]([C:9]2[CH:10]=[CH:11][C:12]([CH:15](O)[CH2:16][CH3:17])=[N:13][CH:14]=2)[CH:6]=[CH:7][CH:8]=1.P(Br)(Br)[Br:20]. Product: [Br:20][CH:15]([C:12]1[CH:11]=[CH:10][C:9]([C:5]2[CH:6]=[CH:7][CH:8]=[C:3]([O:2][CH3:1])[CH:4]=2)=[CH:14][N:13]=1)[CH2:16][CH3:17]. The catalyst class is: 146. (2) Reactant: [C:1]([CH2:4][C:5](=[O:7])[CH3:6])(=[O:3])[CH3:2].B(OB=O)=O.[O:13]1[C:18]2[CH:19]=[CH:20][C:21]([CH:23]=O)=[CH:22][C:17]=2[O:16][CH2:15][CH2:14]1.B([O:36][CH2:37][CH2:38][CH2:39][CH3:40])(OCCCC)OCCCC.[CH2:41](N)CCC.Cl.C([O-])(O)=O.[Na+].[C:52]([O:55][CH2:56][CH3:57])(=O)[CH3:53]. Product: [O:36]1[C:37]2[CH:38]=[CH:39][C:40](/[CH:41]=[CH:6]/[C:5](=[O:7])[CH2:4][C:1](=[O:3])/[CH:2]=[CH:23]/[C:21]3[CH:20]=[CH:19][C:18]4[O:13][CH2:14][CH2:15][O:16][C:17]=4[CH:22]=3)=[CH:57][C:56]=2[O:55][CH2:52][CH2:53]1. The catalyst class is: 170. (3) The catalyst class is: 22. Product: [Cl:1][C:2]1[CH:3]=[C:4]([C:5](=[O:6])[NH:7][CH2:8][C:9]2[CH:14]=[C:13]([Cl:15])[CH:12]=[CH:11][C:10]=2[S:16]([CH2:19][CH3:20])(=[O:18])=[O:17])[CH:21]=[C:22]([C:26]([F:28])([F:29])[F:27])[C:23]=1[CH2:24][N:30]1[CH2:35][CH2:34][CH2:33][C@H:32]([C:36]([O:38][CH2:39][CH3:40])=[O:37])[CH2:31]1. Reactant: [Cl:1][C:2]1[CH:3]=[C:4]([CH:21]=[C:22]([C:26]([F:29])([F:28])[F:27])[C:23]=1[CH:24]=O)[C:5]([NH:7][CH2:8][C:9]1[CH:14]=[C:13]([Cl:15])[CH:12]=[CH:11][C:10]=1[S:16]([CH2:19][CH3:20])(=[O:18])=[O:17])=[O:6].[NH:30]1[CH2:35][CH2:34][CH2:33][C@H:32]([C:36]([O:38][CH2:39][CH3:40])=[O:37])[CH2:31]1. (4) Reactant: Br[C:2]1[CH:3]=[C:4]([CH:8]([NH:14][C:15]([C@@H:17]2[CH2:22][CH2:21][CH2:20][N:19]([C:23](=[O:39])[CH2:24][CH2:25][CH:26]3[CH2:31][CH2:30][N:29]([C:32]([O:34][C:35]([CH3:38])([CH3:37])[CH3:36])=[O:33])[CH2:28][CH2:27]3)[CH2:18]2)=[O:16])[CH2:9][C:10]([O:12][CH3:13])=[O:11])[CH:5]=[N:6][CH:7]=1.[C:40]([C:42]1[CH:47]=[CH:46][C:45](B(O)O)=[CH:44][C:43]=1[F:51])#[N:41].[F-].[K+]. Product: [C:40]([C:42]1[CH:47]=[CH:46][C:45]([C:2]2[CH:3]=[C:4]([CH:8]([NH:14][C:15]([C@@H:17]3[CH2:22][CH2:21][CH2:20][N:19]([C:23](=[O:39])[CH2:24][CH2:25][CH:26]4[CH2:31][CH2:30][N:29]([C:32]([O:34][C:35]([CH3:37])([CH3:38])[CH3:36])=[O:33])[CH2:28][CH2:27]4)[CH2:18]3)=[O:16])[CH2:9][C:10]([O:12][CH3:13])=[O:11])[CH:5]=[N:6][CH:7]=2)=[CH:44][C:43]=1[F:51])#[N:41]. The catalyst class is: 460. (5) Reactant: [NH2:1][CH:2]([CH:8]1[CH2:10][CH:9]1[C:11]([O:13]C)=[O:12])[C:3]([O:5]CC)=[O:4].[OH-].[Na+].Cl. Product: [NH2:1][CH:2]([C:3]([OH:5])=[O:4])[CH:8]1[CH2:10][CH:9]1[C:11]([OH:13])=[O:12]. The catalyst class is: 6. (6) Reactant: CC(C)([O-])C.[K+].[O:7]=[C:8]1[C:16]2[C:11](=[N:12][C:13]([CH:17]=O)=[CH:14][CH:15]=2)[CH2:10][O:9]1.[NH4+].[Cl-].C1[CH2:25][O:24][CH2:23]C1. Product: [CH3:23][O:24]/[CH:25]=[CH:17]/[C:13]1[N:12]=[C:11]2[CH2:10][O:9][C:8](=[O:7])[C:16]2=[CH:15][CH:14]=1.[CH3:23][O:24]/[CH:25]=[CH:17]\[C:13]1[N:12]=[C:11]2[CH2:10][O:9][C:8](=[O:7])[C:16]2=[CH:15][CH:14]=1. The catalyst class is: 218. (7) Reactant: Cl[C:2]1[C:11]2=[N:12][N:13](CC3C=CC(OC)=CC=3)[C:14]([CH3:15])=[C:10]2[C:9]2[CH:8]=[CH:7][CH:6]=[CH:5][C:4]=2[N:3]=1.[NH:25]1[C:33]2[C:28](=[CH:29][CH:30]=[C:31]([NH2:34])[CH:32]=2)[CH:27]=[N:26]1.Cl. Product: [NH:25]1[C:33]2[C:28](=[CH:29][CH:30]=[C:31]([NH:34][C:2]3[C:11]4=[N:12][NH:13][C:14]([CH3:15])=[C:10]4[C:9]4[CH:8]=[CH:7][CH:6]=[CH:5][C:4]=4[N:3]=3)[CH:32]=2)[CH:27]=[N:26]1. The catalyst class is: 71. (8) Reactant: [Br:1][C:2]1[CH:3]=[C:4]([CH:17]=[CH:18][CH:19]=1)[NH:5][C:6]1[C:7]2[CH:15]=[CH:14][C:13](F)=[N:12][C:8]=2[N:9]=[CH:10][N:11]=1.Cl.[CH3:21][NH:22][CH3:23].CCN(CC)CC. Product: [Br:1][C:2]1[CH:3]=[C:4]([CH:17]=[CH:18][CH:19]=1)[NH:5][C:6]1[C:7]2[CH:15]=[CH:14][C:13]([N:22]([CH3:23])[CH3:21])=[N:12][C:8]=2[N:9]=[CH:10][N:11]=1. The catalyst class is: 14. (9) Reactant: Cl[C:2]1[CH:3]=[CH:4][N:5]2[C:10]([C:11]=1[CH3:12])=[C:9]([CH:13]1[CH2:15][CH2:14]1)[CH:8]=[C:7]([C:16]([O:18][CH2:19][CH3:20])=[O:17])[C:6]2=[O:21].[Cl:22][C:23]1[CH:28]=[CH:27][C:26](B(O)O)=[CH:25][CH:24]=1.C([O-])([O-])=O.[Na+].[Na+]. Product: [Cl:22][C:23]1[CH:28]=[CH:27][C:26]([C:2]2[CH:3]=[CH:4][N:5]3[C:10]([C:11]=2[CH3:12])=[C:9]([CH:13]2[CH2:15][CH2:14]2)[CH:8]=[C:7]([C:16]([O:18][CH2:19][CH3:20])=[O:17])[C:6]3=[O:21])=[CH:25][CH:24]=1. The catalyst class is: 516.